From a dataset of Full USPTO retrosynthesis dataset with 1.9M reactions from patents (1976-2016). Predict the reactants needed to synthesize the given product. Given the product [CH3:1][O:2][C:3]([C:4]1[N:19]=[C:16]([CH3:17])[S:18][C:5]=1[C:6]1[CH:7]=[C:8]([CH3:12])[CH:9]=[CH:10][CH:11]=1)=[O:15], predict the reactants needed to synthesize it. The reactants are: [CH3:1][O:2][C:3](=[O:15])[C:4](=O)[CH:5](Cl)[C:6]1[CH:7]=[C:8]([CH3:12])[CH:9]=[CH:10][CH:11]=1.[C:16]([NH2:19])(=[S:18])[CH3:17].